This data is from Catalyst prediction with 721,799 reactions and 888 catalyst types from USPTO. The task is: Predict which catalyst facilitates the given reaction. (1) Reactant: [OH:1][C:2]1[CH:10]=[CH:9][C:8]([C:11]2[N:12]([C:27]([O:29][C:30]([CH3:33])([CH3:32])[CH3:31])=[O:28])[C:13]3[C:18]([CH:19]=2)=[CH:17][C:16]([CH2:20][N:21]2[CH2:26][CH2:25][CH2:24][CH2:23][CH2:22]2)=[CH:15][CH:14]=3)=[C:7]2[C:3]=1[CH2:4][NH:5][C:6]2=[O:34].C(N(CC)CC)C.[N:42]1[CH:47]=[CH:46][CH:45]=[CH:44][C:43]=1[S:48](Cl)(=[O:50])=[O:49]. Product: [N:42]1[CH:47]=[CH:46][CH:45]=[CH:44][C:43]=1[S:48]([O:1][C:2]1[CH:10]=[CH:9][C:8]([C:11]2[N:12]([C:27]([O:29][C:30]([CH3:31])([CH3:33])[CH3:32])=[O:28])[C:13]3[C:18]([CH:19]=2)=[CH:17][C:16]([CH2:20][N:21]2[CH2:26][CH2:25][CH2:24][CH2:23][CH2:22]2)=[CH:15][CH:14]=3)=[C:7]2[C:3]=1[CH2:4][NH:5][C:6]2=[O:34])(=[O:50])=[O:49]. The catalyst class is: 10. (2) The catalyst class is: 11. Reactant: [Cl:1][C:2]1[CH:3]=[N:4][CH:5]=[C:6]([Cl:27])[C:7]=1[NH:8][C:9]1[NH:10][C:11]2[C:17]3[CH2:18][C:19]([CH3:22])([CH3:21])[O:20][C:16]=3[C:15]([C:23]([O:25]C)=O)=[CH:14][C:12]=2[N:13]=1.[F:28][C:29]1[CH:35]=[CH:34][C:32]([NH2:33])=[CH:31][C:30]=1[C:36]([F:39])([F:38])[F:37].C[Al](C)C. Product: [Cl:27][C:6]1[CH:5]=[N:4][CH:3]=[C:2]([Cl:1])[C:7]=1[NH:8][C:9]1[NH:10][C:11]2[C:17]3[CH2:18][C:19]([CH3:22])([CH3:21])[O:20][C:16]=3[C:15]([C:23]([NH:33][C:32]3[CH:34]=[CH:35][C:29]([F:28])=[C:30]([C:36]([F:39])([F:37])[F:38])[CH:31]=3)=[O:25])=[CH:14][C:12]=2[N:13]=1. (3) Reactant: [F:1][C:2]([F:15])([F:14])[C:3]1[CH:8]=[CH:7][C:6](/[CH:9]=[CH:10]/[C:11]([NH2:13])=[O:12])=[CH:5][CH:4]=1.ClCC(CCl)=O.[C:22]1([CH3:28])[CH:27]=CC=CC=1.[C:29]([O-:32])(=[O:31])[CH3:30].[Na+]. Product: [C:29]([O:32][CH2:28][C:22]1[N:13]=[C:11](/[CH:10]=[CH:9]/[C:6]2[CH:5]=[CH:4][C:3]([C:2]([F:14])([F:15])[F:1])=[CH:8][CH:7]=2)[O:12][CH:27]=1)(=[O:31])[CH3:30]. The catalyst class is: 816.